This data is from Full USPTO retrosynthesis dataset with 1.9M reactions from patents (1976-2016). The task is: Predict the reactants needed to synthesize the given product. (1) Given the product [ClH:26].[CH3:1][O:2][C:3](=[O:22])[C:4]1[CH:9]=[CH:8][CH:7]=[C:6]([CH2:10][NH2:11])[CH:5]=1, predict the reactants needed to synthesize it. The reactants are: [CH3:1][O:2][C:3](=[O:22])[C:4]1[CH:9]=[CH:8][CH:7]=[C:6]([CH2:10][N:11]2C(=O)C3C(=CC=CC=3)C2=O)[CH:5]=1.O.NN.[ClH:26]. (2) Given the product [CH3:1][O:2][C:3](=[O:26])[C:4]1[CH:18]=[C:17]([N:19]2[CH2:23][CH2:22][CH2:21][C:20]2=[O:25])[CH:16]=[C:6]([C:7]([N:9]([CH2:13][CH2:14][CH3:15])[CH2:10][CH2:11][CH3:12])=[O:8])[CH:5]=1, predict the reactants needed to synthesize it. The reactants are: [CH3:1][O:2][C:3](=[O:26])[C:4]1[CH:18]=[C:17]([NH:19][C:20](=[O:25])[CH2:21][CH2:22][CH2:23]Cl)[CH:16]=[C:6]([C:7]([N:9]([CH2:13][CH2:14][CH3:15])[CH2:10][CH2:11][CH3:12])=[O:8])[CH:5]=1.[H-].[Na+].